This data is from Catalyst prediction with 721,799 reactions and 888 catalyst types from USPTO. The task is: Predict which catalyst facilitates the given reaction. (1) Reactant: [F:1][CH:2]([F:23])[O:3][C:4]1[C:5]([OH:22])=[C:6]([C:12]2[CH:13]=[C:14]3[C:18](=[CH:19][CH:20]=2)[C:17](=[O:21])[O:16][CH2:15]3)[CH:7]=[CH:8][C:9]=1[O:10][CH3:11].C(=O)([O-])[O-].[K+].[K+].Br[CH2:31][C:32]1([CH2:36][O:37][CH3:38])[CH2:35][O:34][CH2:33]1. Product: [F:23][CH:2]([F:1])[O:3][C:4]1[C:5]([O:22][CH2:31][C:32]2([CH2:36][O:37][CH3:38])[CH2:35][O:34][CH2:33]2)=[C:6]([C:12]2[CH:13]=[C:14]3[C:18](=[CH:19][CH:20]=2)[C:17](=[O:21])[O:16][CH2:15]3)[CH:7]=[CH:8][C:9]=1[O:10][CH3:11]. The catalyst class is: 10. (2) Reactant: [CH3:1][O:2][C:3]1[CH:4]=[C:5]([SH:9])[CH:6]=[CH:7][CH:8]=1.C(=O)([O-])[O-].[K+].[K+].Br[CH2:17][CH:18]([O:22][CH2:23][CH3:24])[O:19][CH2:20][CH3:21]. Product: [CH3:1][O:2][C:3]1[CH:8]=[CH:7][C:6]2[CH:18]=[CH:17][S:9][C:5]=2[CH:4]=1.[CH2:20]([O:19][CH:18]([O:22][CH2:23][CH3:24])[CH2:17][S:9][C:5]1[CH:6]=[CH:7][CH:8]=[C:3]([O:2][CH3:1])[CH:4]=1)[CH3:21]. The catalyst class is: 21. (3) Reactant: [S:1]1[C:5]2[CH:6]=[C:7]([N:10]3[CH2:14][CH2:13][NH:12][C:11]3=[O:15])[CH:8]=[CH:9][C:4]=2[N:3]=[CH:2]1.Br[C:17]1[CH:24]=[N:23][CH:22]=[CH:21][C:18]=1[C:19]#[N:20].N[C@@H]1CCCC[C@H]1N.P([O-])([O-])([O-])=O.[K+].[K+].[K+]. Product: [S:1]1[C:5]2[CH:6]=[C:7]([N:10]3[CH2:14][CH2:13][N:12]([C:17]4[CH:24]=[N:23][CH:22]=[CH:21][C:18]=4[C:19]#[N:20])[C:11]3=[O:15])[CH:8]=[CH:9][C:4]=2[N:3]=[CH:2]1. The catalyst class is: 246. (4) Reactant: [F:1][C:2]1[CH:3]=[C:4]([C@H:8]2[CH2:12][CH2:11][CH2:10][N:9]2[C:13]2[CH:18]=[CH:17][N:16]3[N:19]=[CH:20][C:21]([C:22]([O:24]CC)=[O:23])=[C:15]3[N:14]=2)[CH:5]=[CH:6][CH:7]=1.[Li+].[OH-]. Product: [F:1][C:2]1[CH:3]=[C:4]([C@H:8]2[CH2:12][CH2:11][CH2:10][N:9]2[C:13]2[CH:18]=[CH:17][N:16]3[N:19]=[CH:20][C:21]([C:22]([OH:24])=[O:23])=[C:15]3[N:14]=2)[CH:5]=[CH:6][CH:7]=1. The catalyst class is: 14. (5) Reactant: [Cl:1][C:2]1[CH:7]=[CH:6][CH:5]=[C:4]([Cl:8])[C:3]=1[C:9]1[N:10]([CH3:20])[N:11]=[C:12]2[C:17](Cl)=[N:16][C:15]([CH3:19])=[N:14][C:13]=12.[CH2:21]([NH2:24])[CH2:22][NH2:23]. Product: [NH2:23][CH2:22][CH2:21][NH:24][C:17]1[C:12]2=[N:11][N:10]([CH3:20])[C:9]([C:3]3[C:2]([Cl:1])=[CH:7][CH:6]=[CH:5][C:4]=3[Cl:8])=[C:13]2[N:14]=[C:15]([CH3:19])[N:16]=1. The catalyst class is: 10.